This data is from Peptide-MHC class II binding affinity with 134,281 pairs from IEDB. The task is: Regression. Given a peptide amino acid sequence and an MHC pseudo amino acid sequence, predict their binding affinity value. This is MHC class II binding data. (1) The binding affinity (normalized) is 0. The peptide sequence is IVQKRGIVKENIIDLT. The MHC is DRB1_0401 with pseudo-sequence DRB1_0401. (2) The peptide sequence is NMVVERLGDYLVEQG. The MHC is DRB1_0405 with pseudo-sequence DRB1_0405. The binding affinity (normalized) is 0.422. (3) The peptide sequence is AFKVAAYAANAAPAN. The MHC is DRB1_0401 with pseudo-sequence DRB1_0401. The binding affinity (normalized) is 0.779. (4) The peptide sequence is NQAFRNIVNMLHGVR. The MHC is HLA-DQA10102-DQB10602 with pseudo-sequence HLA-DQA10102-DQB10602. The binding affinity (normalized) is 0.371. (5) The peptide sequence is INAIFEENEVDISVV. The MHC is HLA-DQA10501-DQB10302 with pseudo-sequence HLA-DQA10501-DQB10302. The binding affinity (normalized) is 0. (6) The peptide sequence is EKKYFAATQFEPLAF. The MHC is HLA-DQA10401-DQB10402 with pseudo-sequence HLA-DQA10401-DQB10402. The binding affinity (normalized) is 0.542. (7) The peptide sequence is TIGTSVEESEMFMPR. The MHC is DRB1_0404 with pseudo-sequence DRB1_0404. The binding affinity (normalized) is 0.237. (8) The peptide sequence is MDLADLFNAQPGLTS. The MHC is DRB1_0101 with pseudo-sequence DRB1_0101. The binding affinity (normalized) is 0.163. (9) The peptide sequence is AFILDGDNLFPDV. The MHC is DRB3_0101 with pseudo-sequence DRB3_0101. The binding affinity (normalized) is 0.977. (10) The peptide sequence is SGILQLFVFLVLAGR. The MHC is DRB4_0101 with pseudo-sequence DRB4_0103. The binding affinity (normalized) is 0.406.